Task: Predict the reaction yield, written as a fraction of the theoretical maximum amount of product (1.0 means a 100% yield; for example, 0.34 means a 34% yield).. Dataset: Reaction yield outcomes from USPTO patents with 853,638 reactions (1) The reactants are [Cl:1][C:2]1[N:7]=[C:6]([CH2:8][C:9]([C:11]2[C:12]([F:24])=[C:13]([NH:17][C:18](=[O:23])[O:19][CH2:20][CH:21]=[CH2:22])[CH:14]=[CH:15][CH:16]=2)=O)[CH:5]=[CH:4][N:3]=1.C1C(=O)N(Br)C(=O)C1.[N:33]1([C:39](=[S:41])[NH2:40])[CH2:38][CH2:37][O:36][CH2:35][CH2:34]1.O. The catalyst is CC(N(C)C)=O. The product is [Cl:1][C:2]1[N:7]=[C:6]([C:8]2[S:41][C:39]([N:33]3[CH2:38][CH2:37][O:36][CH2:35][CH2:34]3)=[N:40][C:9]=2[C:11]2[C:12]([F:24])=[C:13]([NH:17][C:18](=[O:23])[O:19][CH2:20][CH:21]=[CH2:22])[CH:14]=[CH:15][CH:16]=2)[CH:5]=[CH:4][N:3]=1. The yield is 0.835. (2) The reactants are Cl[C:2]1[C:11]2[C:6](=[CH:7][C:8]([Cl:12])=[CH:9][CH:10]=2)[CH:5]=[CH:4][N:3]=1.[CH3:13][C:14]1([CH3:36])[C:26]2[CH:25]=[C:24](B3OC(C)(C)C(C)(C)O3)[CH:23]=[CH:22][C:21]=2[C:20]2[C:15]1=[CH:16][CH:17]=[CH:18][CH:19]=2.C(=O)([O-])[O-].[K+].[K+]. The catalyst is COCCOC.C1(C)C=CC=CC=1.O.C1(P([Pd](P(C2C=CC=CC=2)(C2C=CC=CC=2)C2C=CC=CC=2)(P(C2C=CC=CC=2)(C2C=CC=CC=2)C2C=CC=CC=2)P(C2C=CC=CC=2)(C2C=CC=CC=2)C2C=CC=CC=2)(C2C=CC=CC=2)C2C=CC=CC=2)C=CC=CC=1. The product is [Cl:12][C:8]1[CH:7]=[C:6]2[C:11](=[CH:10][CH:9]=1)[C:2]([C:24]1[CH:23]=[CH:22][C:21]3[C:20]4[C:15](=[CH:16][CH:17]=[CH:18][CH:19]=4)[C:14]([CH3:36])([CH3:13])[C:26]=3[CH:25]=1)=[N:3][CH:4]=[CH:5]2. The yield is 0.520. (3) The reactants are [CH3:1][O:2][C:3](=[O:29])[CH2:4][CH:5]1[CH2:8][CH:7]([C:9]2[CH:14]=[CH:13][CH:12]=[C:11]([C:15](=[O:28])[C:16]([C:18]3[CH:23]=[CH:22][C:21]([O:24][CH:25]([F:27])[F:26])=[CH:20][CH:19]=3)=[O:17])[CH:10]=2)[CH2:6]1. The catalyst is CS(C)=O.CC#N.CC#N.Cl[Pd]Cl. The product is [CH3:1][O:2][C:3](=[O:29])[CH:4]=[C:5]1[CH2:8][CH:7]([C:9]2[CH:14]=[CH:13][CH:12]=[C:11]([C:15](=[O:28])[C:16]([C:18]3[CH:19]=[CH:20][C:21]([O:24][CH:25]([F:26])[F:27])=[CH:22][CH:23]=3)=[O:17])[CH:10]=2)[CH2:6]1. The yield is 0.800. (4) The reactants are [Br:1][C:2]1[CH:3]=[C:4]([CH2:8][C@H:9]([NH:13]C(OC(C)(C)C)=O)[C:10]([OH:12])=[O:11])[CH:5]=[CH:6][CH:7]=1. The catalyst is Cl.O1CCOCC1. The product is [Br:1][C:2]1[CH:3]=[C:4]([CH:5]=[CH:6][CH:7]=1)[CH2:8][C@@H:9]([C:10]([OH:12])=[O:11])[NH2:13]. The yield is 0.890. (5) The reactants are [C:1]([O:5][C@@H:6]([C:12]1[C:13]([CH3:44])=[N:14][C:15]2[N:16]([N:27]=[C:28]([C:30](=O)[NH:31][CH2:32][C:33](=O)[CH2:34][C:35]3[CH:40]=[CH:39][C:38]([F:41])=[CH:37][CH:36]=3)[CH:29]=2)[C:17]=1[N:18]1[CH2:23][CH2:22][C:21]([CH2:25][OH:26])([CH3:24])[CH2:20][CH2:19]1)[C:7]([O:9]CC)=[O:8])([CH3:4])([CH3:3])[CH3:2].COC1C=CC(P2(SP(C3C=CC(OC)=CC=3)(=S)S2)=[S:54])=CC=1.[OH-].[Na+]. The catalyst is C1(C)C=CC=CC=1.CO. The product is [C:1]([O:5][C@@H:6]([C:12]1[C:13]([CH3:44])=[N:14][C:15]2[N:16]([N:27]=[C:28]([C:30]3[S:54][C:33]([CH2:34][C:35]4[CH:40]=[CH:39][C:38]([F:41])=[CH:37][CH:36]=4)=[CH:32][N:31]=3)[CH:29]=2)[C:17]=1[N:18]1[CH2:23][CH2:22][C:21]([CH2:25][OH:26])([CH3:24])[CH2:20][CH2:19]1)[C:7]([OH:9])=[O:8])([CH3:4])([CH3:3])[CH3:2]. The yield is 0.173. (6) The reactants are [Br:1][C:2]1[CH:14]=[CH:13][C:5]([CH2:6][CH:7]2[CH2:12][CH2:11][CH2:10][CH2:9][NH:8]2)=[CH:4][CH:3]=1.[CH:15](=O)[C:16]1[CH:21]=[CH:20][CH:19]=[CH:18][CH:17]=1.C([BH3-])#N.[Na+].C(=O)(O)[O-].[Na+]. The catalyst is C(O)(=O)C.CO. The product is [CH2:15]([N:8]1[CH2:9][CH2:10][CH2:11][CH2:12][CH:7]1[CH2:6][C:5]1[CH:13]=[CH:14][C:2]([Br:1])=[CH:3][CH:4]=1)[C:16]1[CH:21]=[CH:20][CH:19]=[CH:18][CH:17]=1. The yield is 0.520. (7) The reactants are [O:1]1[CH:5]=[CH:4][CH:3]=[C:2]1/[CH:6]=[CH:7]/[C:8]1C(=O)[C:11](=[O:14])[C:10]2([CH2:19][CH2:18][CH2:17][CH2:16][CH2:15]2)[N:9]=1.[NH2:20][C@H:21]([C:26]([OH:28])=[O:27])[CH2:22][CH2:23][S:24][CH3:25].C(OCC)(=[O:31])C.Cl. The catalyst is CN1CCOCC1.O. The product is [O:1]1[CH:5]=[CH:4][CH:3]=[C:2]1/[CH:6]=[CH:7]/[C:8]([NH:9][C:10]1([C:11]([NH:20][C@H:21]([C:26]([OH:28])=[O:27])[CH2:22][CH2:23][S:24][CH3:25])=[O:14])[CH2:15][CH2:16][CH2:17][CH2:18][CH2:19]1)=[O:31]. The yield is 0.0900.